This data is from Full USPTO retrosynthesis dataset with 1.9M reactions from patents (1976-2016). The task is: Predict the reactants needed to synthesize the given product. (1) Given the product [NH2:1][C:2]1[C:3]2[C:10]([C:11]3[CH:12]=[N:13][C:14]4[C:19]([CH:20]=3)=[CH:18][CH:17]=[CH:16][CH:15]=4)=[C:9]3[CH2:26][CH2:25][CH2:24][C@@H:23]([NH:27][C:28](=[O:34])[O:29][C:30]([CH3:33])([CH3:32])[CH3:31])[CH2:22][N:8]3[C:4]=2[N:5]=[CH:6][N:7]=1, predict the reactants needed to synthesize it. The reactants are: [NH2:1][C:2]1[C:3]2[C:10]([C:11]3[CH:12]=[N:13][C:14]4[C:19]([CH:20]=3)=[CH:18][CH:17]=[CH:16][CH:15]=4)=[C:9](Br)[N:8]([CH2:22][C@H:23]([NH:27][C:28](=[O:34])[O:29][C:30]([CH3:33])([CH3:32])[CH3:31])[CH2:24][CH:25]=[CH2:26])[C:4]=2[N:5]=[CH:6][N:7]=1.NC1C2C(C3C=NC4C(C=3)=CC=CC=4)=C3N(C=2N=CN=1)C[C@@H](NC(=O)OC(C)(C)C)CC3. (2) Given the product [F:31][C:2]([F:1])([F:30])[CH:3]([NH2:28])[CH:4]([O:11][C:12]1[CH:13]=[C:14]2[C:18](=[CH:19][CH:20]=1)[N:17]([C:21]1[CH:22]=[CH:23][C:24]([F:27])=[CH:25][CH:26]=1)[N:16]=[CH:15]2)[C:5]1[CH:6]=[CH:7][CH:8]=[CH:9][CH:10]=1, predict the reactants needed to synthesize it. The reactants are: [F:1][C:2]([F:31])([F:30])[C:3](=[N:28]O)[CH:4]([O:11][C:12]1[CH:13]=[C:14]2[C:18](=[CH:19][CH:20]=1)[N:17]([C:21]1[CH:26]=[CH:25][C:24]([F:27])=[CH:23][CH:22]=1)[N:16]=[CH:15]2)[C:5]1[CH:10]=[CH:9][CH:8]=[CH:7][CH:6]=1.COCCO[AlH2-]OCCOC.[Na+].[Cl-].[NH4+]. (3) Given the product [OH:19][CH:12]([C:13]1[CH:18]=[CH:17][CH:16]=[CH:15][CH:14]=1)[CH2:7][C:8]([O:10][CH3:11])=[O:9], predict the reactants needed to synthesize it. The reactants are: C[Si](C)(C)Cl.Br[CH2:7][C:8]([O:10][CH3:11])=[O:9].[CH:12](=[O:19])[C:13]1[CH:18]=[CH:17][CH:16]=[CH:15][CH:14]=1.Cl.